From a dataset of Catalyst prediction with 721,799 reactions and 888 catalyst types from USPTO. Predict which catalyst facilitates the given reaction. (1) Reactant: [CH:1]1([C:6]2[C:15]([C:16]#[N:17])=[C:14](O)[C:13]3[C:8](=[CH:9][CH:10]=[C:11]([C:19]([F:22])([F:21])[F:20])[CH:12]=3)[N:7]=2)[CH2:5][CH2:4][CH2:3][CH2:2]1.P(Br)(Br)[Br:24]. Product: [Br:24][C:14]1[C:13]2[C:8](=[CH:9][CH:10]=[C:11]([C:19]([F:22])([F:21])[F:20])[CH:12]=2)[N:7]=[C:6]([CH:1]2[CH2:5][CH2:4][CH2:3][CH2:2]2)[C:15]=1[C:16]#[N:17]. The catalyst class is: 3. (2) Reactant: [Cl:1][CH2:2][C:3]1[C:8]([C:9]([O:11][CH3:12])=[O:10])=[CH:7][CH:6]=[CH:5][N:4]=1.C1C=C(Cl)C=C(C(OO)=[O:21])C=1. The catalyst class is: 2. Product: [Cl:1][CH2:2][C:3]1[C:8]([C:9]([O:11][CH3:12])=[O:10])=[CH:7][CH:6]=[CH:5][N+:4]=1[O-:21].